Dataset: Catalyst prediction with 721,799 reactions and 888 catalyst types from USPTO. Task: Predict which catalyst facilitates the given reaction. (1) Reactant: [NH2:1][C:2]1[C:3]([C:18]([O:20]C)=O)=[N:4][C:5]([C:8]2[C:17]3[C:12](=[CH:13][CH:14]=[CH:15][CH:16]=3)[CH:11]=[CH:10][CH:9]=2)=[CH:6][N:7]=1.[NH3:22]. Product: [NH2:1][C:2]1[C:3]([C:18]([NH2:22])=[O:20])=[N:4][C:5]([C:8]2[C:17]3[C:12](=[CH:13][CH:14]=[CH:15][CH:16]=3)[CH:11]=[CH:10][CH:9]=2)=[CH:6][N:7]=1. The catalyst class is: 5. (2) Reactant: [CH3:1][O:2][CH2:3][CH2:4][CH2:5][CH2:6][C:7]1([N:17]([CH3:19])[CH3:18])[CH2:16][CH2:15][C:10]2(OCC[O:11]2)[CH2:9][CH2:8]1.Cl. Product: [CH3:19][N:17]([CH3:18])[C:7]1([CH2:6][CH2:5][CH2:4][CH2:3][O:2][CH3:1])[CH2:8][CH2:9][C:10](=[O:11])[CH2:15][CH2:16]1. The catalyst class is: 6.